This data is from Forward reaction prediction with 1.9M reactions from USPTO patents (1976-2016). The task is: Predict the product of the given reaction. Given the reactants Cl[C:2]1[N:13]=[C:12]([C:14]([F:17])([F:16])[F:15])[CH:11]=[CH:10][C:3]=1[C:4]([N:6]([O:8][CH3:9])[CH3:7])=[O:5].[CH2:18]([NH:20][CH2:21][CH3:22])[CH3:19].C([O-])([O-])=O.[K+].[K+], predict the reaction product. The product is: [CH2:18]([N:20]([CH2:21][CH3:22])[C:2]1[N:13]=[C:12]([C:14]([F:17])([F:16])[F:15])[CH:11]=[CH:10][C:3]=1[C:4]([N:6]([O:8][CH3:9])[CH3:7])=[O:5])[CH3:19].